From a dataset of NCI-60 drug combinations with 297,098 pairs across 59 cell lines. Regression. Given two drug SMILES strings and cell line genomic features, predict the synergy score measuring deviation from expected non-interaction effect. (1) Drug 2: C1CN(P(=O)(OC1)NCCCl)CCCl. Cell line: HL-60(TB). Drug 1: CCCS(=O)(=O)NC1=C(C(=C(C=C1)F)C(=O)C2=CNC3=C2C=C(C=N3)C4=CC=C(C=C4)Cl)F. Synergy scores: CSS=-7.61, Synergy_ZIP=7.79, Synergy_Bliss=1.69, Synergy_Loewe=-16.0, Synergy_HSA=-11.3. (2) Drug 1: CC1C(C(CC(O1)OC2CC(CC3=C2C(=C4C(=C3O)C(=O)C5=C(C4=O)C(=CC=C5)OC)O)(C(=O)CO)O)N)O.Cl. Drug 2: CC1=C(N=C(N=C1N)C(CC(=O)N)NCC(C(=O)N)N)C(=O)NC(C(C2=CN=CN2)OC3C(C(C(C(O3)CO)O)O)OC4C(C(C(C(O4)CO)O)OC(=O)N)O)C(=O)NC(C)C(C(C)C(=O)NC(C(C)O)C(=O)NCCC5=NC(=CS5)C6=NC(=CS6)C(=O)NCCC[S+](C)C)O. Cell line: PC-3. Synergy scores: CSS=14.6, Synergy_ZIP=-3.25, Synergy_Bliss=4.35, Synergy_Loewe=1.96, Synergy_HSA=4.05.